From a dataset of Reaction yield outcomes from USPTO patents with 853,638 reactions. Predict the reaction yield, written as a fraction of the theoretical maximum amount of product (1.0 means a 100% yield; for example, 0.34 means a 34% yield). (1) The reactants are [Cl:1][CH2:2][CH2:3][C:4]([C:6]1[CH:11]=[CH:10][CH:9]=[CH:8][CH:7]=1)=[O:5].[NH4+].[Cl-].[CH2:14](Br)[CH:15]=[CH2:16]. The catalyst is C1COCC1.[Zn]. The product is [Cl:1][CH2:2][CH2:3][C:4]([C:6]1[CH:11]=[CH:10][CH:9]=[CH:8][CH:7]=1)([OH:5])[CH2:16][CH:15]=[CH2:14]. The yield is 0.970. (2) The reactants are [CH2:1]1[C:9]2[C:4](=[CH:5][CH:6]=[CH:7][CH:8]=2)[CH:3]=[CH:2]1.C[Si](C)(C)[N-][Si](C)(C)C.[Li+].[C:20]([O:24][C:25]([N:27]([CH2:31][CH2:32]Cl)[CH2:28][CH2:29]Cl)=[O:26])([CH3:23])([CH3:22])[CH3:21]. The catalyst is O1CCCC1.CCCCCC. The product is [N:27]1([C:25]([O:24][C:20]([CH3:22])([CH3:21])[CH3:23])=[O:26])[CH2:28][CH2:29][C:1]2([C:9]3[C:4](=[CH:5][CH:6]=[CH:7][CH:8]=3)[CH:3]=[CH:2]2)[CH2:32][CH2:31]1. The yield is 0.502. (3) The reactants are [OH:1][CH2:2][C:3]1[CH:4]=[C:5]([OH:9])[CH:6]=[CH:7][CH:8]=1.F[C:11]1[C:16]([CH3:17])=[CH:15][CH:14]=[CH:13][N:12]=1.C(=O)([O-])[O-].[Cs+].[Cs+]. The catalyst is CS(C)=O. The product is [CH3:17][C:16]1[C:11]([O:9][C:5]2[CH:4]=[C:3]([CH2:2][OH:1])[CH:8]=[CH:7][CH:6]=2)=[N:12][CH:13]=[CH:14][CH:15]=1. The yield is 0.570. (4) The reactants are [CH3:1][C:2]1[CH:7]=[C:6]([C:8]2[C:16]3[C:11](=[CH:12][CH:13]=[C:14]([NH:17][C:18]([C@:20]4([S:25][CH3:26])[CH2:24][CH2:23][NH:22][CH2:21]4)=[O:19])[CH:15]=3)[NH:10][N:9]=2)[CH:5]=[CH:4][N:3]=1.Cl[CH2:28][C:29]([CH:31]1[CH2:36][CH2:35][N:34]([C:37]2[S:38][CH:39]=[CH:40][N:41]=2)[CH2:33][CH2:32]1)=[O:30].C(N(CC)CC)C. The catalyst is CN(C=O)C. The product is [CH3:1][C:2]1[CH:7]=[C:6]([C:8]2[C:16]3[C:11](=[CH:12][CH:13]=[C:14]([NH:17][C:18]([C@:20]4([S:25][CH3:26])[CH2:24][CH2:23][N:22]([CH2:28][C:29](=[O:30])[CH:31]5[CH2:32][CH2:33][N:34]([C:37]6[S:38][CH:39]=[CH:40][N:41]=6)[CH2:35][CH2:36]5)[CH2:21]4)=[O:19])[CH:15]=3)[NH:10][N:9]=2)[CH:5]=[CH:4][N:3]=1. The yield is 0.770. (5) The reactants are [OH:1][N:2]=[C:3](Cl)[C:4]1[CH:15]=[CH:14][C:7]2[B:8]([OH:13])[O:9][C:10]([CH3:12])([CH3:11])[C:6]=2[CH:5]=1.[Cl:17][C:18]1[CH:23]=[C:22]([C:24]([C:26]([F:32])([F:31])[C:27]([F:30])([F:29])[F:28])=[CH2:25])[CH:21]=[C:20]([Cl:33])[CH:19]=1. The catalyst is CN(C=O)C. The product is [Cl:17][C:18]1[CH:23]=[C:22]([C:24]2([C:26]([F:32])([F:31])[C:27]([F:28])([F:29])[F:30])[O:1][N:2]=[C:3]([C:4]3[CH:15]=[CH:14][C:7]4[B:8]([OH:13])[O:9][C:10]([CH3:12])([CH3:11])[C:6]=4[CH:5]=3)[CH2:25]2)[CH:21]=[C:20]([Cl:33])[CH:19]=1. The yield is 0.230. (6) The reactants are [CH:1](OC)(OC)OC.[NH2:8][C:9]1[CH:28]=[CH:27][C:26]([F:29])=[CH:25][C:10]=1[C:11]([NH:13][NH:14][C:15]1[CH:20]=[C:19]([Cl:21])[CH:18]=[CH:17][C:16]=1[S:22][CH2:23][CH3:24])=[O:12]. The catalyst is C(O)=O. The product is [Cl:21][C:19]1[CH:18]=[CH:17][C:16]([S:22][CH2:23][CH3:24])=[C:15]([CH:20]=1)[NH:14][N:13]1[C:11](=[O:12])[C:10]2[C:9](=[CH:28][CH:27]=[C:26]([F:29])[CH:25]=2)[N:8]=[CH:1]1. The yield is 0.830.